This data is from Reaction yield outcomes from USPTO patents with 853,638 reactions. The task is: Predict the reaction yield, written as a fraction of the theoretical maximum amount of product (1.0 means a 100% yield; for example, 0.34 means a 34% yield). (1) The reactants are [N+:1]([C:4]1[CH:9]=[CH:8][C:7]([N:10]2[C:14](=[O:15])[C:13]3([CH2:20][CH2:19][N:18]([C:21]([O:23][C:24]([CH3:27])([CH3:26])[CH3:25])=[O:22])[CH2:17][CH2:16]3)[N:12]([C:28]3[CH:33]=[CH:32][CH:31]=[CH:30][CH:29]=3)[CH2:11]2)=[CH:6][CH:5]=1)([O-])=O.[Cl-].[NH4+]. The catalyst is [Fe].C(O)C.O. The product is [NH2:1][C:4]1[CH:5]=[CH:6][C:7]([N:10]2[C:14](=[O:15])[C:13]3([CH2:20][CH2:19][N:18]([C:21]([O:23][C:24]([CH3:27])([CH3:26])[CH3:25])=[O:22])[CH2:17][CH2:16]3)[N:12]([C:28]3[CH:29]=[CH:30][CH:31]=[CH:32][CH:33]=3)[CH2:11]2)=[CH:8][CH:9]=1. The yield is 0.970. (2) The reactants are [CH2:1]([CH:7]([CH2:37][CH2:38][CH2:39][CH2:40][CH2:41][CH2:42][CH2:43][CH3:44])[C:8]#[C:9][C:10]1[CH:15]=[C:14]([O:16][CH3:17])[C:13]([C:18]#[C:19][CH:20]([CH2:29][CH2:30][CH2:31][CH2:32][CH2:33][CH3:34])[CH2:21][CH2:22][CH2:23][CH2:24][CH2:25][CH2:26][CH2:27][CH3:28])=[CH:12][C:11]=1[O:35][CH3:36])[CH2:2][CH2:3][CH2:4][CH2:5][CH3:6]. The catalyst is O1CCCC1.[Pd]. The product is [CH2:1]([CH:7]([CH2:37][CH2:38][CH2:39][CH2:40][CH2:41][CH2:42][CH2:43][CH3:44])[CH2:8][CH2:9][C:10]1[CH:15]=[C:14]([O:16][CH3:17])[C:13]([CH2:18][CH2:19][CH:20]([CH2:29][CH2:30][CH2:31][CH2:32][CH2:33][CH3:34])[CH2:21][CH2:22][CH2:23][CH2:24][CH2:25][CH2:26][CH2:27][CH3:28])=[CH:12][C:11]=1[O:35][CH3:36])[CH2:2][CH2:3][CH2:4][CH2:5][CH3:6]. The yield is 0.900. (3) The reactants are Br[C:2]1[O:3][C:4]2[C:24]([O:25]C(=O)C)=[C:23]([O:29][CH3:30])[CH:22]=[CH:21][C:5]=2[C:6]=1[C:7](=[O:20])[C:8]1[CH:13]=[C:12]([O:14][CH3:15])[C:11]([O:16][CH3:17])=[C:10]([O:18][CH3:19])[CH:9]=1.Cl.Cl.[NH2:33][CH2:34][CH2:35][NH:36][C:37]([NH2:39])=[NH:38].CC(N(C)C)=O.C(N(CC)C(C)C)(C)C. No catalyst specified. The product is [OH:25][C:24]1[C:4]2[O:3][C:2]([NH:33][CH2:34][CH2:35][NH:36][C:37]([NH2:39])=[NH:38])=[C:6]([C:7](=[O:20])[C:8]3[CH:13]=[C:12]([O:14][CH3:15])[C:11]([O:16][CH3:17])=[C:10]([O:18][CH3:19])[CH:9]=3)[C:5]=2[CH:21]=[CH:22][C:23]=1[O:29][CH3:30]. The yield is 0.280. (4) The reactants are [C:1]([OH:9])(=O)[C:2]1[CH:7]=[CH:6][N:5]=[CH:4][CH:3]=1.C(N1C=CN=C1)(N1C=CN=C1)=[O:11].[Cl-].[Mg+2].[Cl-].[O:25]1[CH2:29][CH2:28][CH2:27][CH2:26]1. No catalyst specified. The product is [N:5]1[CH:4]=[CH:3][C:2]([C:1](=[O:9])[CH2:27][C:26]([O:25][CH2:29][CH3:28])=[O:11])=[CH:7][CH:6]=1. The yield is 0.740. (5) The reactants are [Br:1][C:2]1[CH:9]=[CH:8][C:5]([CH:6]=O)=[CH:4][N:3]=1.[CH3:10][O:11][CH2:12][CH2:13][NH2:14].C(O[BH-](OC(=O)C)OC(=O)C)(=O)C.[Na+].[NH4+].[Cl-]. The product is [Br:1][C:2]1[N:3]=[CH:4][C:5]([CH2:6][NH:14][CH2:13][CH2:12][O:11][CH3:10])=[CH:8][CH:9]=1. The catalyst is C(Cl)Cl.O. The yield is 0.450. (6) The reactants are [Si]([O:8][C:9]1[CH:10]=[C:11]([NH:16][C:17](=[O:23])[O:18][C:19]([CH3:22])([CH3:21])[CH3:20])[CH:12]=[CH:13][C:14]=1[Cl:15])(C(C)(C)C)(C)C.[Li]C(C)(C)C.C[CH2:30][O:31]CC.C(#N)C.C(=O)=O. The catalyst is CN(C=O)C. The product is [Cl:15][C:14]1[C:9]([OH:8])=[CH:10][C:11]([NH:16][C:17](=[O:23])[O:18][C:19]([CH3:20])([CH3:21])[CH3:22])=[C:12]([CH:30]=[O:31])[CH:13]=1. The yield is 0.630. (7) The reactants are CC(C)(C)[C@H](NC(=O)[C@@H](NC)C)C(N1[C@H](C(N[C@H]2C3C(=CC=CC=3)CCC2)=O)CC2C(=CC([C@H]3C[C@@H](C(=O)N[C@H]4C5C(=CC=CC=5)CCC4)N(C(=O)[C@@H](NC(=O)[C@@H](NC)C)C(C)(C)C)C3)=CC=2)C1)=O.[C@H:70]1([NH:80][C:81]([C@@H:83]2[CH:87]=[C:86](OS(C(F)(F)F)(=O)=O)[CH2:85][N:84]2[C:96]([O:98][C:99]([CH3:102])([CH3:101])[CH3:100])=[O:97])=[O:82])[C:79]2[C:74](=[CH:75][CH:76]=[CH:77][CH:78]=2)[CH2:73][CH2:72][CH2:71]1.CC1(C)C(C)(C)OB([C:111]2[CH:120]=[C:119]3[C:114]([CH2:115][C@@H:116]([C:128]([O:130][CH3:131])=[O:129])[N:117]([C:121]([O:123][C:124]([CH3:127])([CH3:126])[CH3:125])=[O:122])[CH2:118]3)=[CH:113][CH:112]=2)O1. No catalyst specified. The product is [C:99]([O:98][C:96]([N:84]1[C@H:83]([C:81](=[O:82])[NH:80][C@H:70]2[C:79]3[C:74](=[CH:75][CH:76]=[CH:77][CH:78]=3)[CH2:73][CH2:72][CH2:71]2)[CH:87]=[C:86]([C:111]2[CH:120]=[C:119]3[C:114]([CH2:115][C@@H:116]([C:128]([O:130][CH3:131])=[O:129])[N:117]([C:121]([O:123][C:124]([CH3:127])([CH3:126])[CH3:125])=[O:122])[CH2:118]3)=[CH:113][CH:112]=2)[CH2:85]1)=[O:97])([CH3:102])([CH3:100])[CH3:101]. The yield is 0.830. (8) The reactants are [F:1][C:2]1[CH:7]=[CH:6][CH:5]=[CH:4][C:3]=1[N:8]1[C:12]([OH:13])=[CH:11][C:10]([C:14]([OH:16])=O)=[N:9]1.[B-](F)(F)(F)F.CCOC(C(C#N)=NOC(N(C)C)=[N+](C)C)=O.[NH2:39][C@H:40]([C:45]1[CH:50]=[CH:49][CH:48]=[CH:47][C:46]=1[CH3:51])[CH2:41][C:42]([OH:44])=[O:43]. The catalyst is CN(C=O)C. The product is [F:1][C:2]1[CH:7]=[CH:6][CH:5]=[CH:4][C:3]=1[N:8]1[C:12]([OH:13])=[CH:11][C:10]([C:14]([NH:39][C@H:40]([C:45]2[CH:50]=[CH:49][CH:48]=[CH:47][C:46]=2[CH3:51])[CH2:41][C:42]([OH:44])=[O:43])=[O:16])=[N:9]1. The yield is 0.280. (9) The reactants are Cl[C:2]1[N:7]=[C:6]([N:8]2[CH2:13][CH2:12][O:11][CH2:10][CH2:9]2)[N:5]=[C:4]([N:14]2[C:18]3[CH:19]=[CH:20][CH:21]=[C:22]([O:23][CH3:24])[C:17]=3[N:16]=[C:15]2[CH:25]([F:27])[F:26])[N:3]=1.CC1(C)C(C)(C)OB([C:36]2[CH2:37][CH2:38][N:39]([C:42]([O:44][C:45]([CH3:48])([CH3:47])[CH3:46])=[O:43])[CH2:40][CH:41]=2)O1.C([O-])([O-])=O.[Na+].[Na+]. The catalyst is O1CCOCC1.C1C=CC(P(C2C=CC=CC=2)[C-]2C=CC=C2)=CC=1.C1C=CC(P(C2C=CC=CC=2)[C-]2C=CC=C2)=CC=1.Cl[Pd]Cl.[Fe+2]. The product is [F:26][CH:25]([F:27])[C:15]1[N:14]([C:4]2[N:5]=[C:6]([N:8]3[CH2:13][CH2:12][O:11][CH2:10][CH2:9]3)[N:7]=[C:2]([C:36]3[CH2:41][CH2:40][N:39]([C:42]([O:44][C:45]([CH3:48])([CH3:47])[CH3:46])=[O:43])[CH2:38][CH:37]=3)[N:3]=2)[C:18]2[CH:19]=[CH:20][CH:21]=[C:22]([O:23][CH3:24])[C:17]=2[N:16]=1. The yield is 0.940.